This data is from Forward reaction prediction with 1.9M reactions from USPTO patents (1976-2016). The task is: Predict the product of the given reaction. (1) Given the reactants [H-].[K+].[CH3:3][C:4]([OH:13])([CH3:12])[CH2:5][C:6]1[CH:11]=[CH:10][CH:9]=[CH:8][CH:7]=1.[C:14]1(=[O:24])[O:19][C:17](=[O:18])[C:16]2=[CH:20][CH:21]=[CH:22][CH:23]=[C:15]12.CCN(C(C)C)C(C)C.OS([O-])(=O)=O.[K+], predict the reaction product. The product is: [C:14]([O:13][C:4]([CH3:3])([CH3:12])[CH2:5][C:6]1[CH:11]=[CH:10][CH:9]=[CH:8][CH:7]=1)(=[O:24])[C:15]1[C:16](=[CH:20][CH:21]=[CH:22][CH:23]=1)[C:17]([OH:19])=[O:18]. (2) Given the reactants Cl[C:2]1[CH:11]=[CH:10][N:9]=[C:8]2[C:3]=1[C:4]1[CH:16]=[CH:15][CH:14]=[CH:13][C:5]=1[C:6](=[O:12])[NH:7]2.CC(C1C=C(C(C)C)C(C2C=CC=CC=2P(C2CCCCC2)C2CCCCC2)=C(C(C)C)C=1)C.C([O-])([O-])=O.[Cs+].[Cs+].[C:57]([C:59]1[CH:64]=[CH:63][CH:62]=[C:61]([O:65][CH3:66])[CH:60]=1)#[CH:58], predict the reaction product. The product is: [CH3:66][O:65][C:61]1[CH:60]=[C:59]([C:57]#[C:58][C:2]2[CH:11]=[CH:10][N:9]=[C:8]3[C:3]=2[C:4]2[CH:16]=[CH:15][CH:14]=[CH:13][C:5]=2[C:6](=[O:12])[NH:7]3)[CH:64]=[CH:63][CH:62]=1. (3) The product is: [Br:1][C:2]1[CH:11]=[C:10]2[C:5]([CH:6]=[CH:7][N+:8]([O-:19])=[CH:9]2)=[CH:4][C:3]=1[O:12][CH3:13]. Given the reactants [Br:1][C:2]1[CH:11]=[C:10]2[C:5]([CH:6]=[CH:7][N:8]=[CH:9]2)=[CH:4][C:3]=1[O:12][CH3:13].ClC1C=C(C=CC=1)C(OO)=[O:19], predict the reaction product. (4) Given the reactants [NH2:1][CH2:2][C@@H:3]1[C@H:8]([CH3:9])[CH2:7][CH2:6][CH2:5][N:4]1[C:10]([C:12]1[C:17]([N:18]2[N:22]=[CH:21][CH:20]=[N:19]2)=[CH:16][CH:15]=[C:14]([CH3:23])[N:13]=1)=[O:11].Br[C:25]1[C:30]([F:31])=[CH:29][C:28]([C:32]([F:35])([F:34])[F:33])=[CH:27][N:26]=1, predict the reaction product. The product is: [F:31][C:30]1[C:25]([NH:1][CH2:2][C@@H:3]2[C@H:8]([CH3:9])[CH2:7][CH2:6][CH2:5][N:4]2[C:10]([C:12]2[C:17]([N:18]3[N:22]=[CH:21][CH:20]=[N:19]3)=[CH:16][CH:15]=[C:14]([CH3:23])[N:13]=2)=[O:11])=[N:26][CH:27]=[C:28]([C:32]([F:34])([F:33])[F:35])[CH:29]=1. (5) Given the reactants [NH2:1][C:2]1[N:7]=[CH:6][N:5]=[C:4]2[N:8]([CH:28]3[CH2:32][CH2:31][CH2:30][CH2:29]3)[N:9]=[C:10]([C:11]3[CH:16]=[CH:15][C:14]([CH:17]([C:19]4[S:20][C:21]5[CH:27]=[CH:26][CH:25]=[CH:24][C:22]=5[N:23]=4)[OH:18])=[CH:13][CH:12]=3)[C:3]=12, predict the reaction product. The product is: [NH2:1][C:2]1[N:7]=[CH:6][N:5]=[C:4]2[N:8]([CH:28]3[CH2:29][CH2:30][CH2:31][CH2:32]3)[N:9]=[C:10]([C:11]3[CH:16]=[CH:15][C:14]([C:17]([C:19]4[S:20][C:21]5[CH:27]=[CH:26][CH:25]=[CH:24][C:22]=5[N:23]=4)=[O:18])=[CH:13][CH:12]=3)[C:3]=12. (6) Given the reactants C([O:5][C:6](=O)[C@@H:7]([O:9][C:10]1[CH:33]=[CH:32][C:13]2[C:14]3[N:18]([CH2:19][CH2:20][O:21][C:12]=2[CH:11]=1)[CH:17]=[C:16]([C:22]1[N:23]([CH2:27][C:28]([F:31])([F:30])[F:29])[N:24]=[CH:25][N:26]=1)[N:15]=3)[CH3:8])(C)(C)C.C(O)(C(F)(F)F)=O.C[N:43](C(ON1N=NC2C=CC=NC1=2)=[N+](C)C)C.F[P-](F)(F)(F)(F)F.[Cl-].[NH4+].C(N(CC)CC)C, predict the reaction product. The product is: [F:29][C:28]([F:31])([F:30])[CH2:27][N:23]1[C:22]([C:16]2[N:15]=[C:14]3[C:13]4[CH:32]=[CH:33][C:10]([O:9][C@@H:7]([CH3:8])[C:6]([NH2:43])=[O:5])=[CH:11][C:12]=4[O:21][CH2:20][CH2:19][N:18]3[CH:17]=2)=[N:26][CH:25]=[N:24]1. (7) Given the reactants [CH3:1][O:2][C:3]1[CH:4]=[C:5]2[C:10](=[CH:11][C:12]=1[O:13][CH3:14])[CH:9]=[N:8][CH2:7][CH:6]2[CH3:15].Cl.O1CCOCC1.CN([CH:26]=[C:27]([C:33](=[O:35])[CH3:34])[C:28]([O:30]CC)=[O:29])C, predict the reaction product. The product is: [CH3:1][O:2][C:3]1[C:12]([O:13][CH3:14])=[CH:11][C:10]2[C:9]3[N:8]([CH2:7][CH:6]([CH3:15])[C:5]=2[CH:4]=1)[CH:26]=[C:27]([C:28]([OH:30])=[O:29])[C:33](=[O:35])[CH:34]=3. (8) Given the reactants [CH2:1]([C:8]1[CH:9]=[N:10][C:11]2[C:16]([C:17]=1Br)=[CH:15][CH:14]=[CH:13][C:12]=2[C:19]([F:22])([F:21])[F:20])[C:2]1[CH:7]=[CH:6][CH:5]=[CH:4][CH:3]=1.[OH:23][CH2:24][C:25]1[CH:26]=[C:27](B(O)O)[CH:28]=[CH:29][CH:30]=1, predict the reaction product. The product is: [CH2:1]([C:8]1[CH:9]=[N:10][C:11]2[C:16]([C:17]=1[C:29]1[CH:30]=[C:25]([CH2:24][OH:23])[CH:26]=[CH:27][CH:28]=1)=[CH:15][CH:14]=[CH:13][C:12]=2[C:19]([F:22])([F:21])[F:20])[C:2]1[CH:7]=[CH:6][CH:5]=[CH:4][CH:3]=1. (9) Given the reactants [OH:1][C:2]1[CH:7]=[C:6]([O:8][C:9]2[CH:14]=[CH:13][C:12]([C:15]([F:18])([F:17])[F:16])=[CH:11][N:10]=2)[CH:5]=[CH:4][C:3]=1[CH2:19][CH2:20][C:21]([O:23][CH2:24][CH3:25])=[O:22].I[CH2:27][CH2:28][CH3:29].C(=O)([O-])[O-].[K+].[K+].O, predict the reaction product. The product is: [CH2:27]([O:1][C:2]1[CH:7]=[C:6]([O:8][C:9]2[CH:14]=[CH:13][C:12]([C:15]([F:18])([F:16])[F:17])=[CH:11][N:10]=2)[CH:5]=[CH:4][C:3]=1[CH2:19][CH2:20][C:21]([O:23][CH2:24][CH3:25])=[O:22])[CH2:28][CH3:29]. (10) Given the reactants Cl.[NH2:2][C:3]1[N:8]=[CH:7][C:6]([C:9]2[N:10]=[C:11]([N:25]3[CH2:30][CH2:29][O:28][CH2:27][CH2:26]3)[C:12]3[S:17][C:16]([C:18]4([OH:24])[CH2:23][CH2:22][NH:21][CH2:20][CH2:19]4)=[CH:15][C:13]=3[N:14]=2)=[CH:5][N:4]=1.C([NH:38][CH2:39][C:40](O)=[O:41])(OC(C)(C)C)=O, predict the reaction product. The product is: [NH2:38][CH2:39][C:40]([N:21]1[CH2:22][CH2:23][C:18]([C:16]2[S:17][C:12]3[C:11]([N:25]4[CH2:30][CH2:29][O:28][CH2:27][CH2:26]4)=[N:10][C:9]([C:6]4[CH:7]=[N:8][C:3]([NH2:2])=[N:4][CH:5]=4)=[N:14][C:13]=3[CH:15]=2)([OH:24])[CH2:19][CH2:20]1)=[O:41].